The task is: Predict the reactants needed to synthesize the given product.. This data is from Full USPTO retrosynthesis dataset with 1.9M reactions from patents (1976-2016). (1) Given the product [CH2:1]([O:8][C:9]1[CH:16]=[CH:15][C:12]([C:13]#[N:25])=[CH:11][C:10]=1[O:17][CH3:18])[C:2]1[CH:7]=[CH:6][CH:5]=[CH:4][CH:3]=1, predict the reactants needed to synthesize it. The reactants are: [CH2:1]([O:8][C:9]1[CH:16]=[CH:15][C:12]([CH:13]=O)=[CH:11][C:10]=1[O:17][CH3:18])[C:2]1[CH:7]=[CH:6][CH:5]=[CH:4][CH:3]=1.C([O-])(=O)C.[Na+].Cl.[NH2:25]O. (2) Given the product [CH3:1][N:2]([CH3:32])[C:3]([C:5]1[N:26]([CH:27]2[CH2:31][CH2:30][CH2:29][CH2:28]2)[C:8]2[N:9]=[C:10]([NH:13][C:14]3[N:15]=[CH:16][C:17]([N:20]4[CH2:25][CH2:24][N:23]([CH2:34][CH2:35][OH:36])[CH2:22][CH2:21]4)=[N:18][CH:19]=3)[N:11]=[CH:12][C:7]=2[CH:6]=1)=[O:4], predict the reactants needed to synthesize it. The reactants are: [CH3:1][N:2]([CH3:32])[C:3]([C:5]1[N:26]([CH:27]2[CH2:31][CH2:30][CH2:29][CH2:28]2)[C:8]2[N:9]=[C:10]([NH:13][C:14]3[N:15]=[CH:16][C:17]([N:20]4[CH2:25][CH2:24][NH:23][CH2:22][CH2:21]4)=[N:18][CH:19]=3)[N:11]=[CH:12][C:7]=2[CH:6]=1)=[O:4].Br[CH2:34][CH2:35][OH:36]. (3) Given the product [C:39]([O:38][C:36]([N:34]1[CH2:35][C:32]2([C:28](=[N:27][O:26][CH3:25])[CH2:29][N:30]([C:16]3[N:17]=[C:18]4[C:13]([C:12](=[O:21])[C:11]([C:22]([OH:24])=[O:23])=[CH:10][N:9]4[C:3]4[CH:4]=[CH:5][C:6]([F:8])=[CH:7][C:2]=4[F:1])=[CH:14][C:15]=3[F:20])[CH2:31]2)[CH2:33]1)=[O:37])([CH3:42])([CH3:41])[CH3:40], predict the reactants needed to synthesize it. The reactants are: [F:1][C:2]1[CH:7]=[C:6]([F:8])[CH:5]=[CH:4][C:3]=1[N:9]1[C:18]2[C:13](=[CH:14][C:15]([F:20])=[C:16](Cl)[N:17]=2)[C:12](=[O:21])[C:11]([C:22]([OH:24])=[O:23])=[CH:10]1.[CH3:25][O:26][N:27]=[C:28]1[C:32]2([CH2:35][N:34]([C:36]([O:38][C:39]([CH3:42])([CH3:41])[CH3:40])=[O:37])[CH2:33]2)[CH2:31][NH:30][CH2:29]1.C(#N)C. (4) Given the product [CH2:1]([O:3][C:4](=[O:36])[CH2:5][CH2:6][C:7]1[O:8][C:9]2[CH:35]=[CH:34][CH:33]=[CH:32][C:10]=2[C:11]=1[CH2:12][CH:13]1[CH2:17][CH2:16][CH2:15][N:14]1[C:18](=[O:31])[CH:19]([NH2:23])[CH:20]([CH3:22])[CH3:21])[CH3:2], predict the reactants needed to synthesize it. The reactants are: [CH2:1]([O:3][C:4](=[O:36])[CH2:5][CH2:6][C:7]1[O:8][C:9]2[CH:35]=[CH:34][CH:33]=[CH:32][C:10]=2[C:11]=1[CH2:12][CH:13]1[CH2:17][CH2:16][CH2:15][N:14]1[C:18](=[O:31])[CH:19]([NH:23]C(OC(C)(C)C)=O)[CH:20]([CH3:22])[CH3:21])[CH3:2].C(O)(C(F)(F)F)=O.